From a dataset of NCI-60 drug combinations with 297,098 pairs across 59 cell lines. Regression. Given two drug SMILES strings and cell line genomic features, predict the synergy score measuring deviation from expected non-interaction effect. (1) Drug 1: C1=NC2=C(N1)C(=S)N=C(N2)N. Drug 2: C1=NNC2=C1C(=O)NC=N2. Cell line: KM12. Synergy scores: CSS=39.5, Synergy_ZIP=-12.7, Synergy_Bliss=-6.51, Synergy_Loewe=-26.6, Synergy_HSA=-1.54. (2) Drug 1: CC1CCC2CC(C(=CC=CC=CC(CC(C(=O)C(C(C(=CC(C(=O)CC(OC(=O)C3CCCCN3C(=O)C(=O)C1(O2)O)C(C)CC4CCC(C(C4)OC)O)C)C)O)OC)C)C)C)OC. Drug 2: CN(C(=O)NC(C=O)C(C(C(CO)O)O)O)N=O. Cell line: 786-0. Synergy scores: CSS=19.0, Synergy_ZIP=-2.95, Synergy_Bliss=1.71, Synergy_Loewe=-22.5, Synergy_HSA=-1.34. (3) Drug 1: CC(C)(C#N)C1=CC(=CC(=C1)CN2C=NC=N2)C(C)(C)C#N. Drug 2: C#CCC(CC1=CN=C2C(=N1)C(=NC(=N2)N)N)C3=CC=C(C=C3)C(=O)NC(CCC(=O)O)C(=O)O. Cell line: SNB-19. Synergy scores: CSS=-0.198, Synergy_ZIP=1.25, Synergy_Bliss=2.05, Synergy_Loewe=0.582, Synergy_HSA=-0.934. (4) Synergy scores: CSS=2.28, Synergy_ZIP=-4.02, Synergy_Bliss=-5.45, Synergy_Loewe=-7.36, Synergy_HSA=-7.26. Cell line: IGROV1. Drug 1: CC1C(C(=O)NC(C(=O)N2CCCC2C(=O)N(CC(=O)N(C(C(=O)O1)C(C)C)C)C)C(C)C)NC(=O)C3=C4C(=C(C=C3)C)OC5=C(C(=O)C(=C(C5=N4)C(=O)NC6C(OC(=O)C(N(C(=O)CN(C(=O)C7CCCN7C(=O)C(NC6=O)C(C)C)C)C)C(C)C)C)N)C. Drug 2: CC(C)(C#N)C1=CC(=CC(=C1)CN2C=NC=N2)C(C)(C)C#N. (5) Drug 2: CN(C(=O)NC(C=O)C(C(C(CO)O)O)O)N=O. Cell line: EKVX. Synergy scores: CSS=4.20, Synergy_ZIP=-2.20, Synergy_Bliss=-1.85, Synergy_Loewe=-1.81, Synergy_HSA=-1.59. Drug 1: CC1=C(N=C(N=C1N)C(CC(=O)N)NCC(C(=O)N)N)C(=O)NC(C(C2=CN=CN2)OC3C(C(C(C(O3)CO)O)O)OC4C(C(C(C(O4)CO)O)OC(=O)N)O)C(=O)NC(C)C(C(C)C(=O)NC(C(C)O)C(=O)NCCC5=NC(=CS5)C6=NC(=CS6)C(=O)NCCC[S+](C)C)O. (6) Drug 1: CCCS(=O)(=O)NC1=C(C(=C(C=C1)F)C(=O)C2=CNC3=C2C=C(C=N3)C4=CC=C(C=C4)Cl)F. Drug 2: CC1=C(C(=CC=C1)Cl)NC(=O)C2=CN=C(S2)NC3=CC(=NC(=N3)C)N4CCN(CC4)CCO. Cell line: A498. Synergy scores: CSS=7.59, Synergy_ZIP=-0.401, Synergy_Bliss=2.24, Synergy_Loewe=-0.708, Synergy_HSA=2.05. (7) Drug 1: CS(=O)(=O)C1=CC(=C(C=C1)C(=O)NC2=CC(=C(C=C2)Cl)C3=CC=CC=N3)Cl. Drug 2: CS(=O)(=O)OCCCCOS(=O)(=O)C. Cell line: NCI-H322M. Synergy scores: CSS=3.50, Synergy_ZIP=2.75, Synergy_Bliss=5.48, Synergy_Loewe=-2.14, Synergy_HSA=0.873.